This data is from Peptide-MHC class I binding affinity with 185,985 pairs from IEDB/IMGT. The task is: Regression. Given a peptide amino acid sequence and an MHC pseudo amino acid sequence, predict their binding affinity value. This is MHC class I binding data. The peptide sequence is VAKCCSKTNT. The MHC is HLA-A02:06 with pseudo-sequence HLA-A02:06. The binding affinity (normalized) is 0.0191.